This data is from Experimentally validated miRNA-target interactions with 360,000+ pairs, plus equal number of negative samples. The task is: Binary Classification. Given a miRNA mature sequence and a target amino acid sequence, predict their likelihood of interaction. The miRNA is hsa-miR-484 with sequence UCAGGCUCAGUCCCCUCCCGAU. Result: 1 (interaction). The protein sequence of the target gene is MNVNQVAENLALSHQEELVDLPKNYPLSENEDEGDSDGERKHQKLLEAIISLDGKNRRKLAERSEASLKVSEFSVSSEGSGEKLGLADLLEPVKTSSSLATVKKQLNRVKSKKVVELPLNKEKIEQIHREVAFSKTSQVLSKWDPIILKNQQAEQLVFPLGKEQPAIAPIEHALSGWKARTPLEQEIFNLLHKNKQPVTDPLLTPMEKASLQAMSLEEAKMHRAELQRARALQSYYEAKARKEKKIKSKKYHKVVKKGKAKKALKEFEQLQKVNPTVALEEMEKIENARMMERMSLKHQN....